From a dataset of Cav3 T-type calcium channel HTS with 100,875 compounds. Binary Classification. Given a drug SMILES string, predict its activity (active/inactive) in a high-throughput screening assay against a specified biological target. (1) The drug is S(=O)(=O)(NC)c1ccc(NC(=O)c2nn3c(cc(nc3n2)C)C(F)F)cc1. The result is 0 (inactive). (2) The molecule is S(=O)(=O)(N(C1CC1)Cc1sccc1)c1cc(OC)c(n2nnnc2)cc1. The result is 0 (inactive). (3) The molecule is s1c(C(=O)C(C)(C)C)c(N)c2c1nc(cc2C(F)(F)F)c1sccc1. The result is 1 (active). (4) The drug is O=c1n(c(=O)nc2n(ncnc12)C)C. The result is 0 (inactive).